This data is from Forward reaction prediction with 1.9M reactions from USPTO patents (1976-2016). The task is: Predict the product of the given reaction. (1) Given the reactants [NH2:1][C@@H:2]1[CH2:6][CH2:5][N:4]([C:7]([O:9][C:10]([CH3:13])(C)C)=[O:8])[CH2:3]1.[C:14]1(=O)[CH2:18][CH2:17][CH2:16][CH2:15]1.[BH-](OC(C)=O)(OC(C)=O)O[C:22]([CH3:24])=O.[Na+], predict the reaction product. The product is: [CH:14]1([NH:1][C@@H:2]2[CH2:6][CH2:5][N:4]([C:7]([O:9][CH2:10][CH2:13][CH2:22][CH3:24])=[O:8])[CH2:3]2)[CH2:18][CH2:17][CH2:16][CH2:15]1. (2) Given the reactants Br[C:2]1[N:7]=[C:6]([C:8]2[C:16]3[C:11](=[N:12][C:13]([NH:17][CH2:18][CH2:19][N:20]4[CH2:25][CH2:24][O:23][CH2:22][CH2:21]4)=[N:14][CH:15]=3)[N:10]([CH2:26][O:27][CH2:28][CH2:29][Si:30]([CH3:33])([CH3:32])[CH3:31])[N:9]=2)[CH:5]=[CH:4][CH:3]=1.[C:34]([O:38][C:39](=[O:51])[NH:40][CH2:41][CH2:42][CH:43]([NH2:50])[C:44]1[CH:49]=[CH:48][CH:47]=[CH:46][CH:45]=1)([CH3:37])([CH3:36])[CH3:35].CN(C1C(C2C(P(C3CCCCC3)C3CCCCC3)=CC=CC=2)=CC=CC=1)C.C([O-])([O-])=O.[K+].[K+], predict the reaction product. The product is: [C:34]([O:38][C:39](=[O:51])[NH:40][CH2:41][CH2:42][CH:43]([NH:50][C:2]1[CH:3]=[CH:4][CH:5]=[C:6]([C:8]2[C:16]3[C:11](=[N:12][C:13]([NH:17][CH2:18][CH2:19][N:20]4[CH2:25][CH2:24][O:23][CH2:22][CH2:21]4)=[N:14][CH:15]=3)[N:10]([CH2:26][O:27][CH2:28][CH2:29][Si:30]([CH3:33])([CH3:32])[CH3:31])[N:9]=2)[N:7]=1)[C:44]1[CH:49]=[CH:48][CH:47]=[CH:46][CH:45]=1)([CH3:37])([CH3:35])[CH3:36].